Dataset: Catalyst prediction with 721,799 reactions and 888 catalyst types from USPTO. Task: Predict which catalyst facilitates the given reaction. (1) Reactant: [CH3:1][C:2]1[C:14]([C:15]2[CH:20]=[CH:19][CH:18]=[CH:17][CH:16]=2)=[C:13]([N:21]2[CH2:24][CH:23]([NH:25][CH3:26])[CH2:22]2)[N:5]2[C:6]3[CH:12]=[CH:11][CH:10]=[N:9][C:7]=3[N:8]=[C:4]2[C:3]=1[C:27]#[N:28].C=O.[C:31](O[BH-](OC(=O)C)OC(=O)C)(=O)C.[Na+]. Product: [CH3:1][C:2]1[C:14]([C:15]2[CH:16]=[CH:17][CH:18]=[CH:19][CH:20]=2)=[C:13]([N:21]2[CH2:24][CH:23]([N:25]([CH3:31])[CH3:26])[CH2:22]2)[N:5]2[C:6]3[CH:12]=[CH:11][CH:10]=[N:9][C:7]=3[N:8]=[C:4]2[C:3]=1[C:27]#[N:28]. The catalyst class is: 217. (2) Reactant: [Cl:1][C:2]1[CH:7]=[C:6]([F:8])[C:5]([N:9]2[C:14](=[O:15])[CH:13]=[C:12]([C:16]([F:19])([F:18])[F:17])[N:11]([CH3:20])[C:10]2=[O:21])=[C:4]([NH:22][NH2:23])[C:3]=1[O:24][CH3:25].[CH:26]1([C:29](Cl)=[O:30])[CH2:28][CH2:27]1.C(N(CC)CC)C.O. Product: [Cl:1][C:2]1[CH:7]=[C:6]([F:8])[C:5]([N:9]2[C:14](=[O:15])[CH:13]=[C:12]([C:16]([F:17])([F:19])[F:18])[N:11]([CH3:20])[C:10]2=[O:21])=[C:4]([NH:22][NH:23][C:29]([CH:26]2[CH2:28][CH2:27]2)=[O:30])[C:3]=1[O:24][CH3:25]. The catalyst class is: 12. (3) Reactant: [CH3:1][O:2][C:3]1[CH:8]=[CH:7][C:6]([N+:9]([O-])=O)=[CH:5][C:4]=1[NH:12][C:13]1[N:18]=[C:17]2[N:19]([CH3:30])[C:20](=[O:29])[N:21]([C:23]3[CH:28]=[CH:27][CH:26]=[CH:25][CH:24]=3)[CH2:22][C:16]2=[CH:15][N:14]=1. Product: [NH2:9][C:6]1[CH:7]=[CH:8][C:3]([O:2][CH3:1])=[C:4]([NH:12][C:13]2[N:18]=[C:17]3[N:19]([CH3:30])[C:20](=[O:29])[N:21]([C:23]4[CH:28]=[CH:27][CH:26]=[CH:25][CH:24]=4)[CH2:22][C:16]3=[CH:15][N:14]=2)[CH:5]=1. The catalyst class is: 5. (4) Product: [OH:8][CH2:9][C@@H:10]([N:14]1[C:23]2[C:18](=[CH:19][C:20]([NH:26][CH2:27][C:28]3[CH:29]=[CH:30][C:31]([CH3:34])=[CH:32][CH:33]=3)=[C:21]([O:24][CH3:25])[N:22]=2)[C:17](=[O:35])[C:16]([C:36]([OH:38])=[O:37])=[CH:15]1)[CH:11]([CH3:13])[CH3:12]. Reactant: [Si]([O:8][CH2:9][C@@H:10]([N:14]1[C:23]2[C:18](=[CH:19][C:20]([NH:26][CH2:27][C:28]3[CH:33]=[CH:32][C:31]([CH3:34])=[CH:30][CH:29]=3)=[C:21]([O:24][CH3:25])[N:22]=2)[C:17](=[O:35])[C:16]([C:36]([O:38]CC)=[O:37])=[CH:15]1)[CH:11]([CH3:13])[CH3:12])(C(C)(C)C)(C)C.O(C)[Na].O. The catalyst class is: 5. (5) Reactant: S(Cl)([Cl:3])=O.[Cl:5][C:6]1[CH:7]=[C:8]([C:12]2[C:21]3[C:16](=[CH:17][CH:18]=[C:19]([CH:22](O)[C:23]4[S:24][CH:25]=[C:26]([C:28]5[CH:33]=[CH:32][CH:31]=[CH:30][CH:29]=5)[N:27]=4)[CH:20]=3)[NH:15][C:14](=[O:35])[C:13]=2[C:36]([O:38][CH2:39][CH3:40])=[O:37])[CH:9]=[CH:10][CH:11]=1. Product: [Cl:5][C:6]1[CH:7]=[C:8]([C:12]2[C:21]3[C:16](=[CH:17][CH:18]=[C:19]([CH:22]([Cl:3])[C:23]4[S:24][CH:25]=[C:26]([C:28]5[CH:29]=[CH:30][CH:31]=[CH:32][CH:33]=5)[N:27]=4)[CH:20]=3)[NH:15][C:14](=[O:35])[C:13]=2[C:36]([O:38][CH2:39][CH3:40])=[O:37])[CH:9]=[CH:10][CH:11]=1. The catalyst class is: 2. (6) Reactant: [N:1]1[C:10]2[C:5](=[CH:6][C:7]([CH2:11][N:12]3[C:16]4=[N:17][C:18]([C:21]5[CH:22]=[N:23][N:24]([CH2:26][C:27]([O:29]CC)=[O:28])[CH:25]=5)=[CH:19][CH:20]=[C:15]4[N:14]=[N:13]3)=[CH:8][CH:9]=2)[CH:4]=[CH:3][CH:2]=1.[OH-].[Li+].Cl. Product: [N:1]1[C:10]2[C:5](=[CH:6][C:7]([CH2:11][N:12]3[C:16]4=[N:17][C:18]([C:21]5[CH:22]=[N:23][N:24]([CH2:26][C:27]([OH:29])=[O:28])[CH:25]=5)=[CH:19][CH:20]=[C:15]4[N:14]=[N:13]3)=[CH:8][CH:9]=2)[CH:4]=[CH:3][CH:2]=1. The catalyst class is: 24.